Regression. Given two drug SMILES strings and cell line genomic features, predict the synergy score measuring deviation from expected non-interaction effect. From a dataset of NCI-60 drug combinations with 297,098 pairs across 59 cell lines. (1) Drug 1: CC(CN1CC(=O)NC(=O)C1)N2CC(=O)NC(=O)C2. Drug 2: CC1CCC2CC(C(=CC=CC=CC(CC(C(=O)C(C(C(=CC(C(=O)CC(OC(=O)C3CCCCN3C(=O)C(=O)C1(O2)O)C(C)CC4CCC(C(C4)OC)O)C)C)O)OC)C)C)C)OC. Cell line: RPMI-8226. Synergy scores: CSS=40.3, Synergy_ZIP=-8.08, Synergy_Bliss=-8.14, Synergy_Loewe=-1.55, Synergy_HSA=0.702. (2) Drug 1: C1=NC2=C(N1)C(=S)N=CN2. Drug 2: CS(=O)(=O)OCCCCOS(=O)(=O)C. Cell line: HL-60(TB). Synergy scores: CSS=67.6, Synergy_ZIP=-0.785, Synergy_Bliss=-1.56, Synergy_Loewe=4.08, Synergy_HSA=5.39. (3) Drug 1: C1=NC2=C(N1)C(=S)N=C(N2)N. Drug 2: C1CC(=O)NC(=O)C1N2C(=O)C3=CC=CC=C3C2=O. Cell line: OVCAR3. Synergy scores: CSS=39.4, Synergy_ZIP=3.80, Synergy_Bliss=3.46, Synergy_Loewe=-24.9, Synergy_HSA=-2.92. (4) Drug 1: CCCS(=O)(=O)NC1=C(C(=C(C=C1)F)C(=O)C2=CNC3=C2C=C(C=N3)C4=CC=C(C=C4)Cl)F. Drug 2: N.N.Cl[Pt+2]Cl. Cell line: 786-0. Synergy scores: CSS=1.47, Synergy_ZIP=-0.725, Synergy_Bliss=-1.87, Synergy_Loewe=-2.75, Synergy_HSA=-1.84. (5) Drug 1: CCC1(CC2CC(C3=C(CCN(C2)C1)C4=CC=CC=C4N3)(C5=C(C=C6C(=C5)C78CCN9C7C(C=CC9)(C(C(C8N6C=O)(C(=O)OC)O)OC(=O)C)CC)OC)C(=O)OC)O.OS(=O)(=O)O. Drug 2: CC1C(C(CC(O1)OC2CC(OC(C2O)C)OC3=CC4=CC5=C(C(=O)C(C(C5)C(C(=O)C(C(C)O)O)OC)OC6CC(C(C(O6)C)O)OC7CC(C(C(O7)C)O)OC8CC(C(C(O8)C)O)(C)O)C(=C4C(=C3C)O)O)O)O. Cell line: OVCAR-5. Synergy scores: CSS=16.1, Synergy_ZIP=-1.15, Synergy_Bliss=-1.98, Synergy_Loewe=-9.63, Synergy_HSA=-1.14. (6) Drug 1: C1=CC(=CC=C1C#N)C(C2=CC=C(C=C2)C#N)N3C=NC=N3. Drug 2: CC1=C(C(=CC=C1)Cl)NC(=O)C2=CN=C(S2)NC3=CC(=NC(=N3)C)N4CCN(CC4)CCO. Cell line: HCC-2998. Synergy scores: CSS=2.98, Synergy_ZIP=-2.27, Synergy_Bliss=-3.39, Synergy_Loewe=-12.4, Synergy_HSA=-1.52.